From a dataset of NCI-60 drug combinations with 297,098 pairs across 59 cell lines. Regression. Given two drug SMILES strings and cell line genomic features, predict the synergy score measuring deviation from expected non-interaction effect. (1) Drug 1: CCC1(C2=C(COC1=O)C(=O)N3CC4=CC5=C(C=CC(=C5CN(C)C)O)N=C4C3=C2)O.Cl. Drug 2: C1CCC(C(C1)N)N.C(=O)(C(=O)[O-])[O-].[Pt+4]. Cell line: MALME-3M. Synergy scores: CSS=19.3, Synergy_ZIP=-7.76, Synergy_Bliss=-1.44, Synergy_Loewe=-7.89, Synergy_HSA=1.95. (2) Drug 1: C1CC(=O)NC(=O)C1N2C(=O)C3=CC=CC=C3C2=O. Drug 2: COC1=C2C(=CC3=C1OC=C3)C=CC(=O)O2. Cell line: DU-145. Synergy scores: CSS=-3.32, Synergy_ZIP=2.02, Synergy_Bliss=0.457, Synergy_Loewe=-1.69, Synergy_HSA=-2.06. (3) Drug 1: C1=CC(=CC=C1CC(C(=O)O)N)N(CCCl)CCCl.Cl. Drug 2: CN1C2=C(C=C(C=C2)N(CCCl)CCCl)N=C1CCCC(=O)O.Cl. Cell line: IGROV1. Synergy scores: CSS=19.6, Synergy_ZIP=-1.15, Synergy_Bliss=1.57, Synergy_Loewe=-5.03, Synergy_HSA=2.41. (4) Drug 1: CC1=C2C(C(=O)C3(C(CC4C(C3C(C(C2(C)C)(CC1OC(=O)C(C(C5=CC=CC=C5)NC(=O)C6=CC=CC=C6)O)O)OC(=O)C7=CC=CC=C7)(CO4)OC(=O)C)O)C)OC(=O)C. Drug 2: CCN(CC)CCNC(=O)C1=C(NC(=C1C)C=C2C3=C(C=CC(=C3)F)NC2=O)C. Cell line: NCI-H460. Synergy scores: CSS=63.1, Synergy_ZIP=7.00, Synergy_Bliss=5.36, Synergy_Loewe=1.78, Synergy_HSA=8.87. (5) Drug 1: C1=CC(=CC=C1CCCC(=O)O)N(CCCl)CCCl. Drug 2: CC1C(C(CC(O1)OC2CC(OC(C2O)C)OC3=CC4=CC5=C(C(=O)C(C(C5)C(C(=O)C(C(C)O)O)OC)OC6CC(C(C(O6)C)O)OC7CC(C(C(O7)C)O)OC8CC(C(C(O8)C)O)(C)O)C(=C4C(=C3C)O)O)O)O. Cell line: MCF7. Synergy scores: CSS=44.3, Synergy_ZIP=1.37, Synergy_Bliss=4.46, Synergy_Loewe=4.67, Synergy_HSA=4.71. (6) Drug 1: CCCS(=O)(=O)NC1=C(C(=C(C=C1)F)C(=O)C2=CNC3=C2C=C(C=N3)C4=CC=C(C=C4)Cl)F. Drug 2: CC1=C2C(C(=O)C3(C(CC4C(C3C(C(C2(C)C)(CC1OC(=O)C(C(C5=CC=CC=C5)NC(=O)OC(C)(C)C)O)O)OC(=O)C6=CC=CC=C6)(CO4)OC(=O)C)O)C)O. Cell line: SK-MEL-28. Synergy scores: CSS=38.4, Synergy_ZIP=-10.4, Synergy_Bliss=-5.70, Synergy_Loewe=-12.9, Synergy_HSA=-2.25. (7) Drug 1: C#CCC(CC1=CN=C2C(=N1)C(=NC(=N2)N)N)C3=CC=C(C=C3)C(=O)NC(CCC(=O)O)C(=O)O. Drug 2: C1CC(=O)NC(=O)C1N2C(=O)C3=CC=CC=C3C2=O. Cell line: NCI-H226. Synergy scores: CSS=-5.19, Synergy_ZIP=3.89, Synergy_Bliss=1.88, Synergy_Loewe=-3.87, Synergy_HSA=-3.87. (8) Drug 1: COC1=NC(=NC2=C1N=CN2C3C(C(C(O3)CO)O)O)N. Drug 2: CCCCCOC(=O)NC1=NC(=O)N(C=C1F)C2C(C(C(O2)C)O)O. Cell line: NCI/ADR-RES. Synergy scores: CSS=0.653, Synergy_ZIP=0.390, Synergy_Bliss=0.417, Synergy_Loewe=-1.95, Synergy_HSA=-2.89. (9) Drug 1: CS(=O)(=O)C1=CC(=C(C=C1)C(=O)NC2=CC(=C(C=C2)Cl)C3=CC=CC=N3)Cl. Drug 2: CN1C(=O)N2C=NC(=C2N=N1)C(=O)N. Cell line: A549. Synergy scores: CSS=-0.624, Synergy_ZIP=0.606, Synergy_Bliss=-5.43, Synergy_Loewe=-13.6, Synergy_HSA=-10.2.